From a dataset of Forward reaction prediction with 1.9M reactions from USPTO patents (1976-2016). Predict the product of the given reaction. (1) Given the reactants C[O:2][C:3](=[O:15])[C:4]1[CH:9]=[CH:8][C:7]([N:10]2[CH2:14][CH2:13][CH2:12][CH2:11]2)=[CH:6][CH:5]=1.[OH-].[Na+], predict the reaction product. The product is: [N:10]1([C:7]2[CH:8]=[CH:9][C:4]([C:3]([OH:15])=[O:2])=[CH:5][CH:6]=2)[CH2:11][CH2:12][CH2:13][CH2:14]1. (2) Given the reactants [CH3:1][O:2][C:3]1[CH:4]=[C:5]([CH:29]=[CH:30][CH:31]=1)[CH2:6][C:7]1[O:11][C:10]([NH:12][C:13]2[CH:14]=[C:15]3[C:19](=[CH:20][CH:21]=2)[N:18](C(OC(C)(C)C)=O)[N:17]=[CH:16]3)=[N:9][N:8]=1.[ClH:32], predict the reaction product. The product is: [ClH:32].[CH3:1][O:2][C:3]1[CH:4]=[C:5]([CH:29]=[CH:30][CH:31]=1)[CH2:6][C:7]1[O:11][C:10]([NH:12][C:13]2[CH:14]=[C:15]3[C:19](=[CH:20][CH:21]=2)[NH:18][N:17]=[CH:16]3)=[N:9][N:8]=1.